From a dataset of Kir2.1 potassium channel HTS with 301,493 compounds. Binary Classification. Given a drug SMILES string, predict its activity (active/inactive) in a high-throughput screening assay against a specified biological target. The compound is O=C(NC1CCCCC1)C\C(=N\NC(=O)c1ncccc1)C. The result is 0 (inactive).